From a dataset of Catalyst prediction with 721,799 reactions and 888 catalyst types from USPTO. Predict which catalyst facilitates the given reaction. Reactant: [CH2:1]([C@@:4]1([C:20]2[CH:25]=[CH:24][C:23]([F:26])=[CH:22][CH:21]=2)[O:9][C:8](=[O:10])[N:7]([C@H:11]([C:13]2[CH:18]=[CH:17][C:16](Br)=[CH:15][CH:14]=2)[CH3:12])[CH2:6][CH2:5]1)[CH:2]=[CH2:3].[B:27]1([B:27]2[O:31][C:30]([CH3:33])([CH3:32])[C:29]([CH3:35])([CH3:34])[O:28]2)[O:31][C:30]([CH3:33])([CH3:32])[C:29]([CH3:35])([CH3:34])[O:28]1.CC([O-])=O.[K+].C(Cl)Cl. Product: [CH2:1]([C@@:4]1([C:20]2[CH:25]=[CH:24][C:23]([F:26])=[CH:22][CH:21]=2)[O:9][C:8](=[O:10])[N:7]([C@H:11]([C:13]2[CH:18]=[CH:17][C:16]([B:27]3[O:31][C:30]([CH3:33])([CH3:32])[C:29]([CH3:35])([CH3:34])[O:28]3)=[CH:15][CH:14]=2)[CH3:12])[CH2:6][CH2:5]1)[CH:2]=[CH2:3]. The catalyst class is: 418.